From a dataset of Peptide-MHC class II binding affinity with 134,281 pairs from IEDB. Regression. Given a peptide amino acid sequence and an MHC pseudo amino acid sequence, predict their binding affinity value. This is MHC class II binding data. The peptide sequence is LKGTFTYNKMTCLIL. The MHC is DRB1_0301 with pseudo-sequence DRB1_0301. The binding affinity (normalized) is 0.